This data is from Catalyst prediction with 721,799 reactions and 888 catalyst types from USPTO. The task is: Predict which catalyst facilitates the given reaction. Reactant: [CH2:1]([O:8][C:9]1[C:10](=[O:26])[N:11]([CH2:15][C:16]([O:18]N2C(=O)CCC2=O)=O)[CH:12]=[CH:13][CH:14]=1)[C:2]1[CH:7]=[CH:6][CH:5]=[CH:4][CH:3]=1.C1([C:33]2[CH:40]=[CH:39][C:36]([CH2:37][NH2:38])=[CH:35][CH:34]=2)C=CC=CC=1.[Al]. Product: [CH2:1]([O:8][C:9]1[C:10](=[O:26])[N:11]([CH2:15][C:16](=[O:18])[N:38]([C:2]2[CH:7]=[CH:6][CH:5]=[CH:4][CH:3]=2)[CH2:37][C:36]2[CH:35]=[CH:34][CH:33]=[CH:40][CH:39]=2)[CH:12]=[CH:13][CH:14]=1)[C:2]1[CH:3]=[CH:4][CH:5]=[CH:6][CH:7]=1. The catalyst class is: 2.